This data is from Forward reaction prediction with 1.9M reactions from USPTO patents (1976-2016). The task is: Predict the product of the given reaction. Given the reactants [F:1][C:2]1[CH:7]=[CH:6][C:5]([C:8]2([CH:18]=[N:19][S:20]([C:22]([CH3:25])([CH3:24])[CH3:23])=[O:21])[CH2:17][CH2:16][C:11]3([O:15][CH2:14][CH2:13][O:12]3)[CH2:10][CH2:9]2)=[CH:4][CH:3]=1.[CH:26]([Mg]Br)=[CH2:27].S([O-])([O-])(=O)=O.[Na+].[Na+], predict the reaction product. The product is: [F:1][C:2]1[CH:7]=[CH:6][C:5]([C:8]2([CH:18]([NH:19][S:20]([C:22]([CH3:25])([CH3:24])[CH3:23])=[O:21])[CH:26]=[CH2:27])[CH2:17][CH2:16][C:11]3([O:15][CH2:14][CH2:13][O:12]3)[CH2:10][CH2:9]2)=[CH:4][CH:3]=1.